From a dataset of Reaction yield outcomes from USPTO patents with 853,638 reactions. Predict the reaction yield, written as a fraction of the theoretical maximum amount of product (1.0 means a 100% yield; for example, 0.34 means a 34% yield). (1) The reactants are O[CH2:2][C:3]1[O:4][CH:5]=[C:6]([O:10][CH2:11][CH2:12][CH2:13][CH2:14][CH2:15][S:16][C:17]2[C:26]3[C:21](=[CH:22][C:23]([C:27]([F:30])([F:29])[F:28])=[CH:24][CH:25]=3)[N:20]=[CH:19][CH:18]=2)[C:7](=[O:9])[CH:8]=1.C(N(S(F)(F)[F:37])CC)C. The catalyst is ClCCl. The product is [F:28][C:27]([F:30])([F:29])[C:23]1[CH:22]=[C:21]2[C:26]([C:17]([S:16][CH2:15][CH2:14][CH2:13][CH2:12][CH2:11][O:10][C:6]3[C:7](=[O:9])[CH:8]=[C:3]([CH2:2][F:37])[O:4][CH:5]=3)=[CH:18][CH:19]=[N:20]2)=[CH:25][CH:24]=1. The yield is 0.350. (2) The reactants are [Cl:1][C:2](Cl)([O:4]C(=O)OC(Cl)(Cl)Cl)Cl.[CH3:13][S:14]([N:17]1[CH2:22][CH2:21][NH:20][CH2:19][C@@H:18]1[CH3:23])(=[O:16])=[O:15].N1C=CC=CC=1. The catalyst is C(Cl)Cl. The product is [CH3:13][S:14]([N:17]1[CH2:22][CH2:21][N:20]([C:2]([Cl:1])=[O:4])[CH2:19][C@@H:18]1[CH3:23])(=[O:15])=[O:16]. The yield is 0.620. (3) The reactants are Cl.Cl.[CH2:3]1[C@H:8]2[CH2:9][NH:10][CH2:11][CH2:12][N:7]2[CH2:6][CH2:5][O:4]1.[CH3:13][C:14]([O:17][C:18]([N:20]([C:38]([O:40][C:41]([CH3:44])([CH3:43])[CH3:42])=[O:39])[N:21]([C:29]1[C:34]([F:35])=[C:33](Cl)[N:32]=[C:31]([Cl:37])[N:30]=1)[C:22]([O:24][C:25]([CH3:28])([CH3:27])[CH3:26])=[O:23])=[O:19])([CH3:16])[CH3:15].C(N(CC)C(C)C)(C)C. The catalyst is CN(C=O)C.CCOCC. The product is [CH3:16][C:14]([O:17][C:18]([N:20]([C:38]([O:40][C:41]([CH3:44])([CH3:43])[CH3:42])=[O:39])[N:21]([C:29]1[C:34]([F:35])=[C:33]([N:10]2[CH2:11][CH2:12][N:7]3[C@@H:8]([CH2:3][O:4][CH2:5][CH2:6]3)[CH2:9]2)[N:32]=[C:31]([Cl:37])[N:30]=1)[C:22]([O:24][C:25]([CH3:26])([CH3:27])[CH3:28])=[O:23])=[O:19])([CH3:13])[CH3:15]. The yield is 0.900. (4) The reactants are [C:1]([NH:5][C:6]([C:8]1[C:16]2[C:11](=[N:12][CH:13]=[C:14]([NH:17][C:18]3[CH:23]=[CH:22][CH:21]=[C:20]([S:24]([CH3:27])(=[O:26])=[O:25])[CH:19]=3)[N:15]=2)[N:10](COCC[Si](C)(C)C)[CH:9]=1)=[O:7])([CH3:4])([CH3:3])[CH3:2].FC(F)(F)C(O)=O. The catalyst is ClCCl.CO.[OH-].[NH4+]. The product is [C:1]([NH:5][C:6]([C:8]1[C:16]2[C:11](=[N:12][CH:13]=[C:14]([NH:17][C:18]3[CH:23]=[CH:22][CH:21]=[C:20]([S:24]([CH3:27])(=[O:26])=[O:25])[CH:19]=3)[N:15]=2)[NH:10][CH:9]=1)=[O:7])([CH3:4])([CH3:3])[CH3:2]. The yield is 0.570.